Dataset: Forward reaction prediction with 1.9M reactions from USPTO patents (1976-2016). Task: Predict the product of the given reaction. (1) Given the reactants C12([OH:11])CC3CC(CC(C3)C1)C2.ON1C(=O)C2=CC=CC=C2C1=O.O=O.[C:26]12([OH:37])[CH2:35][CH:30]3[CH2:31][CH:32]([CH2:34][CH:28]([CH2:29]3)[CH:27]1[OH:36])[CH2:33]2, predict the reaction product. The product is: [C:26]12([OH:37])[CH2:35][CH:30]3[CH2:31][CH:32]([CH2:34][CH:28]([CH2:29]3)[C:27]1([OH:11])[OH:36])[CH2:33]2. (2) Given the reactants [CH3:1][C:2]1[CH:3]=[C:4]([CH:14]([N:16]2[C:24](=[O:25])[C:23]3[CH:22]=[CH:21][N:20]=[C:19]([C:26](OC4C=CC=CC=4)=[O:27])[C:18]=3[CH2:17]2)[CH3:15])[CH:5]=[N:6][C:7]=1[O:8][CH2:9][C:10]([F:13])([F:12])[F:11].[NH2:35][C@@H:36]([CH3:39])[CH2:37][OH:38], predict the reaction product. The product is: [OH:38][CH2:37][C@@H:36]([NH:35][C:26]([C:19]1[C:18]2[CH2:17][N:16]([CH:14]([C:4]3[CH:5]=[N:6][C:7]([O:8][CH2:9][C:10]([F:13])([F:11])[F:12])=[C:2]([CH3:1])[CH:3]=3)[CH3:15])[C:24](=[O:25])[C:23]=2[CH:22]=[CH:21][N:20]=1)=[O:27])[CH3:39]. (3) Given the reactants [C:1]([OH:13])(=[O:12])[CH2:2][C:3]([CH2:8][C:9]([OH:11])=[O:10])([C:5]([OH:7])=[O:6])[OH:4], predict the reaction product. The product is: [C:1]([OH:13])(=[O:12])[CH2:2][C:3]([CH2:8][C:9]([OH:11])=[O:10])([C:5]([O-:7])=[O:6])[OH:4].[C:1]([OH:13])(=[O:12])[CH2:2][C:3]([CH2:8][C:9]([O-:11])=[O:10])([C:5]([O-:7])=[O:6])[OH:4].[C:1]([O-:13])(=[O:12])[CH2:2][C:3]([CH2:8][C:9]([O-:11])=[O:10])([C:5]([O-:7])=[O:6])[OH:4].